Dataset: Forward reaction prediction with 1.9M reactions from USPTO patents (1976-2016). Task: Predict the product of the given reaction. (1) Given the reactants [OH:1][CH2:2][N:3]1[C:7](=[O:8])[CH2:6][N:5]([CH2:9][C:10]#[CH:11])[C:4]1=[O:12].[CH2:13]([O:15][N:16]=[CH:17]/[C:18](/[CH3:28])=[CH:19]/[C@@H:20]1[C@@H:22]([C:23](O)=[O:24])[C:21]1([CH3:27])[CH3:26])[CH3:14].C(Cl)(Cl)Cl.Cl.C(N=C=NCCCN(C)C)C, predict the reaction product. The product is: [CH2:13]([O:15][N:16]=[CH:17]/[C:18](/[CH3:28])=[CH:19]/[C@@H:20]1[C@@H:22]([C:23]([O:1][CH2:2][N:3]2[C:7](=[O:8])[CH2:6][N:5]([CH2:9][C:10]#[CH:11])[C:4]2=[O:12])=[O:24])[C:21]1([CH3:27])[CH3:26])[CH3:14]. (2) Given the reactants [ClH:1].[NH2:2][CH2:3][C@@H:4]([C:6]1[C:14]2[S:13][C:12](=[O:15])[NH:11][C:10]=2[C:9]([OH:16])=[CH:8][CH:7]=1)[OH:5].[Br:17][C:18]1[CH:23]=[CH:22][C:21]([CH2:24][CH2:25][O:26][CH2:27][CH2:28][CH2:29][S:30][CH2:31][CH2:32][CH:33]=O)=[CH:20][CH:19]=1.C(O)(=O)C.C([BH3-])#N.[Na+], predict the reaction product. The product is: [ClH:1].[Br:17][C:18]1[CH:19]=[CH:20][C:21]([CH2:24][CH2:25][O:26][CH2:27][CH2:28][CH2:29][S:30][CH2:31][CH2:32][CH2:33][NH:2][CH2:3][C@@H:4]([C:6]2[C:14]3[S:13][C:12](=[O:15])[NH:11][C:10]=3[C:9]([OH:16])=[CH:8][CH:7]=2)[OH:5])=[CH:22][CH:23]=1. (3) Given the reactants [F:1][C:2]([F:17])([F:16])[C:3]([N:5]1[CH2:11][CH2:10][C:9]2[CH:12]=[CH:13][CH:14]=[CH:15][C:8]=2[CH2:7][CH2:6]1)=[O:4].[Cl:18][S:19](O)(=[O:21])=[O:20], predict the reaction product. The product is: [F:17][C:2]([F:1])([F:16])[C:3]([N:5]1[CH2:6][CH2:7][C:8]2[CH:15]=[CH:14][C:13]([S:19]([Cl:18])(=[O:21])=[O:20])=[CH:12][C:9]=2[CH2:10][CH2:11]1)=[O:4].